Dataset: Full USPTO retrosynthesis dataset with 1.9M reactions from patents (1976-2016). Task: Predict the reactants needed to synthesize the given product. Given the product [Br:1][C:2]1[N:7]=[C:6]([C:8]([NH:19][C:28](=[O:29])[CH2:27][Cl:26])([CH2:9][O:10][CH2:11][O:12][CH3:13])[CH2:14][O:15][CH2:16][O:17][CH3:18])[CH:5]=[CH:4][CH:3]=1, predict the reactants needed to synthesize it. The reactants are: [Br:1][C:2]1[N:7]=[C:6]([C:8]([NH2:19])([CH2:14][O:15][CH2:16][O:17][CH3:18])[CH2:9][O:10][CH2:11][O:12][CH3:13])[CH:5]=[CH:4][CH:3]=1.C([O-])([O-])=O.[Na+].[Na+].[Cl:26][CH2:27][C:28](Cl)=[O:29].